This data is from Full USPTO retrosynthesis dataset with 1.9M reactions from patents (1976-2016). The task is: Predict the reactants needed to synthesize the given product. (1) Given the product [CH2:1]([N:8]1[CH2:13][CH2:12][O:11][CH:10]([C:14]([C:21]2[CH:20]=[CH:19][CH:18]=[C:17]([F:16])[CH:22]=2)=[O:27])[CH2:9]1)[C:2]1[CH:7]=[CH:6][CH:5]=[CH:4][CH:3]=1, predict the reactants needed to synthesize it. The reactants are: [CH2:1]([N:8]1[CH2:13][CH2:12][O:11][CH:10]([C:14]#N)[CH2:9]1)[C:2]1[CH:7]=[CH:6][CH:5]=[CH:4][CH:3]=1.[F:16][C:17]1[CH:18]=[C:19]([Mg]Br)[CH:20]=[CH:21][CH:22]=1.C([O:27]CC)C. (2) Given the product [Br-:20].[CH3:27][Si:26]([CH3:29])([CH3:28])[C:25]#[C:24]/[CH:23]=[CH:22]/[CH2:21][P+:7]([C:1]1[CH:2]=[CH:3][CH:4]=[CH:5][CH:6]=1)([C:8]1[CH:13]=[CH:12][CH:11]=[CH:10][CH:9]=1)[C:14]1[CH:15]=[CH:16][CH:17]=[CH:18][CH:19]=1, predict the reactants needed to synthesize it. The reactants are: [C:1]1([P:7]([C:14]2[CH:19]=[CH:18][CH:17]=[CH:16][CH:15]=2)[C:8]2[CH:13]=[CH:12][CH:11]=[CH:10][CH:9]=2)[CH:6]=[CH:5][CH:4]=[CH:3][CH:2]=1.[Br:20][CH2:21][CH:22]=[CH:23][C:24]#[C:25][Si:26]([CH3:29])([CH3:28])[CH3:27]. (3) Given the product [N:12]1([CH2:1][C:3]2[N:8]=[C:7]([C:9]([OH:11])=[O:10])[CH:6]=[CH:5][CH:4]=2)[CH2:17][CH2:16][CH2:15][CH2:14][CH2:13]1, predict the reactants needed to synthesize it. The reactants are: [CH:1]([C:3]1[N:8]=[C:7]([C:9]([OH:11])=[O:10])[CH:6]=[CH:5][CH:4]=1)=O.[NH:12]1[CH2:17][CH2:16][CH2:15][CH2:14][CH2:13]1.C(O)(=O)C.C(O[BH-](OC(=O)C)OC(=O)C)(=O)C.[Na+].